This data is from Full USPTO retrosynthesis dataset with 1.9M reactions from patents (1976-2016). The task is: Predict the reactants needed to synthesize the given product. (1) Given the product [CH3:15][O:16][C:17]1[CH:18]=[CH:19][C:20]([CH2:21][NH:22][C:23]2([C:2]#[C:1][C:3]3[CH:4]=[C:5]([CH3:9])[CH:6]=[CH:7][CH:8]=3)[CH2:31][CH2:30][CH2:29][C@@H:28]3[C@H:24]2[CH2:25][CH2:26][N:27]3[C:32]([O:34][CH3:35])=[O:33])=[CH:36][CH:37]=1, predict the reactants needed to synthesize it. The reactants are: [C:1]([C:3]1[CH:8]=[CH:7][CH:6]=[C:5]([CH3:9])[CH:4]=1)#[CH:2].[Li]CCCC.[CH3:15][O:16][C:17]1[CH:37]=[CH:36][C:20]([CH2:21]/[N:22]=[C:23]2\[C@H:24]3[C@@H:28]([CH2:29][CH2:30][CH2:31]\2)[N:27]([C:32]([O:34][CH3:35])=[O:33])[CH2:26][CH2:25]3)=[CH:19][CH:18]=1.B(F)(F)F.CCOCC. (2) Given the product [CH3:1][C:2]1[C:6]([C:7]([OH:9])=[O:8])=[CH:5][N:4]([CH:11]([C:13]2[CH:18]=[CH:17][CH:16]=[CH:15][CH:14]=2)[CH3:12])[N:3]=1, predict the reactants needed to synthesize it. The reactants are: [CH3:1][C:2]1[C:6]([C:7]([O:9]C)=[O:8])=[CH:5][N:4]([CH:11]([C:13]2[CH:18]=[CH:17][CH:16]=[CH:15][CH:14]=2)[CH3:12])[N:3]=1.O.[OH-].[Li+].O1CCCC1.Cl. (3) Given the product [CH3:58][CH:9]1[NH:8][CH2:13][CH2:12][N:11]([C:14]2[C:23]([O:24][CH3:25])=[C:22]3[C:17]([C:18](=[O:56])[C:19]([C:29](=[O:55])[S:30][CH2:31][CH2:32][CH2:33][CH:34]([P:45]([OH:51])([OH:47])=[O:46])[P:35]([OH:37])([OH:41])=[O:36])=[CH:20][N:21]3[CH:26]3[CH2:28][CH2:27]3)=[CH:16][C:15]=2[F:57])[CH2:10]1, predict the reactants needed to synthesize it. The reactants are: C(OC([N:8]1[CH2:13][CH2:12][N:11]([C:14]2[C:23]([O:24][CH3:25])=[C:22]3[C:17]([C:18](=[O:56])[C:19]([C:29](=[O:55])[S:30][CH2:31][CH2:32][CH2:33][CH:34]([P:45]([O:51]C(C)C)([O:47]C(C)C)=[O:46])[P:35]([O:41]C(C)C)([O:37]C(C)C)=[O:36])=[CH:20][N:21]3[CH:26]3[CH2:28][CH2:27]3)=[CH:16][C:15]=2[F:57])[CH2:10][CH:9]1[CH3:58])=O)(C)(C)C.C[Si](Br)(C)C. (4) Given the product [NH2:59][C:3]1[N:8]=[CH:7][C:6]([C:9]2[N:10]=[C:11]3[C:16](=[CH:17][CH:18]=2)[N:15]=[CH:14][C:13]2[CH:19]=[CH:20][C:21](=[O:46])[N:22]([C:23]4[CH:28]=[CH:27][C:26]([N:29]5[CH2:34][CH2:33][N:32]([C:35]([O:37][C:38]([CH3:40])([CH3:39])[CH3:41])=[O:36])[CH2:31][CH2:30]5)=[C:25]([C:42]([F:45])([F:44])[F:43])[CH:24]=4)[C:12]3=2)=[CH:5][CH:4]=1, predict the reactants needed to synthesize it. The reactants are: CO[C:3]1[N:8]=[CH:7][C:6]([C:9]2[N:10]=[C:11]3[C:16](=[CH:17][CH:18]=2)[N:15]=[CH:14][C:13]2[CH:19]=[CH:20][C:21](=[O:46])[N:22]([C:23]4[CH:28]=[CH:27][C:26]([N:29]5[CH2:34][CH2:33][N:32]([C:35]([O:37][C:38]([CH3:41])([CH3:40])[CH3:39])=[O:36])[CH2:31][CH2:30]5)=[C:25]([C:42]([F:45])([F:44])[F:43])[CH:24]=4)[C:12]3=2)=[CH:5][CH:4]=1.CC1(C)C(C)(C)OB(C2C=CC(N)=[N:59]C=2)O1.C(=O)([O-])[O-].[Na+].[Na+].